The task is: Predict which catalyst facilitates the given reaction.. This data is from Catalyst prediction with 721,799 reactions and 888 catalyst types from USPTO. Reactant: [OH:1][C:2]1[CH:9]=[C:8]([OH:10])[CH:7]=[CH:6][C:3]=1[CH:4]=O.[F:11][C:12]([F:21])([F:20])/[CH:13]=[CH:14]/[C:15]([O:17][CH2:18][CH3:19])=[O:16].C([O-])([O-])=O.[K+].[K+]. Product: [OH:10][C:8]1[CH:9]=[C:2]2[C:3]([CH:4]=[C:14]([C:15]([O:17][CH2:18][CH3:19])=[O:16])[CH:13]([C:12]([F:11])([F:21])[F:20])[O:1]2)=[CH:6][CH:7]=1. The catalyst class is: 517.